This data is from NCI-60 drug combinations with 297,098 pairs across 59 cell lines. The task is: Regression. Given two drug SMILES strings and cell line genomic features, predict the synergy score measuring deviation from expected non-interaction effect. Drug 1: CC(C1=C(C=CC(=C1Cl)F)Cl)OC2=C(N=CC(=C2)C3=CN(N=C3)C4CCNCC4)N. Drug 2: CC(CN1CC(=O)NC(=O)C1)N2CC(=O)NC(=O)C2. Cell line: EKVX. Synergy scores: CSS=9.23, Synergy_ZIP=-4.34, Synergy_Bliss=-4.75, Synergy_Loewe=-6.68, Synergy_HSA=-3.31.